Dataset: Full USPTO retrosynthesis dataset with 1.9M reactions from patents (1976-2016). Task: Predict the reactants needed to synthesize the given product. Given the product [C:14]([C:18]1[CH:28]=[CH:27][C:21]([O:22][CH:23]2[CH2:26][N:25]([C:2]3[CH:7]=[CH:6][C:5]([C@@H:8]([NH:10][C:11](=[O:13])[CH3:12])[CH3:9])=[CH:4][CH:3]=3)[CH2:24]2)=[CH:20][CH:19]=1)([CH3:17])([CH3:15])[CH3:16], predict the reactants needed to synthesize it. The reactants are: I[C:2]1[CH:7]=[CH:6][C:5]([C@@H:8]([NH:10][C:11](=[O:13])[CH3:12])[CH3:9])=[CH:4][CH:3]=1.[C:14]([C:18]1[CH:28]=[CH:27][C:21]([O:22][CH:23]2[CH2:26][NH:25][CH2:24]2)=[CH:20][CH:19]=1)([CH3:17])([CH3:16])[CH3:15].[O-]P([O-])([O-])=O.[K+].[K+].[K+].C(O)CO.